From a dataset of Forward reaction prediction with 1.9M reactions from USPTO patents (1976-2016). Predict the product of the given reaction. (1) Given the reactants [Cl:1][C:2]1[CH:7]=[CH:6][C:5]([C:8]2[N:12]([C:13]3[CH:18]=[CH:17][C:16]([Cl:19])=[CH:15][C:14]=3[Cl:20])[N:11]=[C:10]([C:21]([N:23]3[CH2:28][CH2:27][C:26]([C:30]4[CH:35]=[CH:34][CH:33]=[CH:32][CH:31]=4)([NH2:29])[CH2:25][CH2:24]3)=[O:22])[C:9]=2[CH3:36])=[CH:4][CH:3]=1.[C:37]([N:41]=[C:42]=[O:43])([CH3:40])([CH3:39])[CH3:38].C(N(CC)CC)C.O1CCCC1, predict the reaction product. The product is: [C:37]([NH:41][C:42](=[O:43])[NH:29][C:26]1([C:30]2[CH:31]=[CH:32][CH:33]=[CH:34][CH:35]=2)[CH2:25][CH2:24][N:23]([C:21]([C:10]2[C:9]([CH3:36])=[C:8]([C:5]3[CH:6]=[CH:7][C:2]([Cl:1])=[CH:3][CH:4]=3)[N:12]([C:13]3[CH:18]=[CH:17][C:16]([Cl:19])=[CH:15][C:14]=3[Cl:20])[N:11]=2)=[O:22])[CH2:28][CH2:27]1)([CH3:40])([CH3:39])[CH3:38]. (2) Given the reactants Cl.[NH2:2][C@@H:3]1[CH2:7][CH2:6][CH2:5][C@@H:4]1[NH:8][C:9](=[O:20])[C:10]1[C:15]([O:16][CH3:17])=[CH:14][CH:13]=[CH:12][C:11]=1[O:18][CH3:19].N[C@@H]1CCC[C@H]1NC(=O)OC(C)(C)C.COC1C=CC=C(OC)C=1C([Cl:41])=O, predict the reaction product. The product is: [ClH:41].[NH2:2][C@@H:3]1[CH2:7][CH2:6][CH2:5][C@H:4]1[NH:8][C:9](=[O:20])[C:10]1[C:15]([O:16][CH3:17])=[CH:14][CH:13]=[CH:12][C:11]=1[O:18][CH3:19]. (3) Given the reactants Br[CH2:2][C:3]1[C:13]([Cl:14])=[N:12][CH:11]=[CH:10][C:4]=1[C:5]([O:7]CC)=O.Cl.[CH3:16][C:17]1[CH:18]=[C:19]([CH:29]([NH2:31])[CH3:30])[N:20]=[N:21][C:22]=1[O:23][CH2:24][C:25]([F:28])([F:27])[F:26], predict the reaction product. The product is: [Cl:14][C:13]1[C:3]2[CH2:2][N:31]([CH:29]([C:19]3[N:20]=[N:21][C:22]([O:23][CH2:24][C:25]([F:27])([F:28])[F:26])=[C:17]([CH3:16])[CH:18]=3)[CH3:30])[C:5](=[O:7])[C:4]=2[CH:10]=[CH:11][N:12]=1. (4) Given the reactants [NH2:1][C:2]1[C:7]2[N:8]([C:11]3[CH:16]=[CH:15][CH:14]=[CH:13][CH:12]=3)[CH:9]=[N:10][C:6]=2[CH:5]=[C:4]([C:17]([F:20])([F:19])[F:18])[CH:3]=1.[C:21]([C:23]1[CH:24]=[C:25]([CH:28]=[CH:29][CH:30]=1)[CH:26]=O)#[N:22], predict the reaction product. The product is: [C:21]([C:23]1[CH:24]=[C:25]([CH:28]=[CH:29][CH:30]=1)[CH:26]=[N:1][C:2]1[C:7]2[N:8]([C:11]3[CH:16]=[CH:15][CH:14]=[CH:13][CH:12]=3)[CH:9]=[N:10][C:6]=2[CH:5]=[C:4]([C:17]([F:20])([F:19])[F:18])[CH:3]=1)#[N:22]. (5) Given the reactants Cl[C:2]1[CH:11]=[CH:10][CH:9]=[C:8]2[C:3]=1[CH:4]=[CH:5][C:6]([C:12]1[CH:17]=[C:16]([CH3:18])[CH:15]=[C:14]([CH3:19])[CH:13]=1)=[N:7]2.[CH2:20](B(O)O)[CH:21]([CH3:23])[CH3:22].C1(P(C2CCCCC2)C2C=CC=CC=2C2C(OC)=CC=CC=2OC)CCCCC1.O.P([O-])([O-])([O-])=O.[K+].[K+].[K+], predict the reaction product. The product is: [CH3:19][C:14]1[CH:13]=[C:12]([C:6]2[CH:5]=[CH:4][C:3]3[C:8](=[CH:9][CH:10]=[CH:11][C:2]=3[CH2:20][CH:21]([CH3:23])[CH3:22])[N:7]=2)[CH:17]=[C:16]([CH3:18])[CH:15]=1. (6) Given the reactants C([O-])=O.[NH4+].[F:5][C:6]1[CH:24]=[CH:23][CH:22]=[CH:21][C:7]=1[CH2:8][C:9]1[C:17]2[C:12](=[CH:13][CH:14]=[C:15]([N+:18]([O-])=O)[CH:16]=2)[NH:11][N:10]=1, predict the reaction product. The product is: [F:5][C:6]1[CH:24]=[CH:23][CH:22]=[CH:21][C:7]=1[CH2:8][C:9]1[C:17]2[C:12](=[CH:13][CH:14]=[C:15]([NH2:18])[CH:16]=2)[NH:11][N:10]=1. (7) Given the reactants [F:1][C:2]1[CH:3]=[C:4]([CH:20]=[CH:21][C:22]=1[F:23])[CH2:5][N:6]1[CH:15]=[CH:14][C:13]2[C:8](=[CH:9][C:10]([C:16]([OH:18])=O)=[CH:11][CH:12]=2)[C:7]1=[O:19].[N:24]1[CH:29]=[C:28]([CH2:30][NH2:31])[CH:27]=[N:26][CH:25]=1, predict the reaction product. The product is: [N:24]1[CH:29]=[C:28]([CH2:30][NH:31][C:16]([C:10]2[CH:9]=[C:8]3[C:13]([CH:14]=[CH:15][N:6]([CH2:5][C:4]4[CH:20]=[CH:21][C:22]([F:23])=[C:2]([F:1])[CH:3]=4)[C:7]3=[O:19])=[CH:12][CH:11]=2)=[O:18])[CH:27]=[N:26][CH:25]=1. (8) Given the reactants O[Li].O.[CH3:4][C@H:5]1[C:13]2[C:12]([N:14]3[CH2:19][CH2:18][N:17]([C:20]([O:22][C:23]([CH3:26])([CH3:25])[CH3:24])=[O:21])[CH2:16][CH2:15]3)=[N:11][CH:10]=[N:9][C:8]=2[C@H:7]([O:27]C(=O)C2C=CC([N+]([O-])=O)=CC=2)[CH2:6]1.C1COCC1, predict the reaction product. The product is: [OH:27][C@H:7]1[C:8]2[N:9]=[CH:10][N:11]=[C:12]([N:14]3[CH2:19][CH2:18][N:17]([C:20]([O:22][C:23]([CH3:26])([CH3:25])[CH3:24])=[O:21])[CH2:16][CH2:15]3)[C:13]=2[C@H:5]([CH3:4])[CH2:6]1.